Task: Predict the reaction yield, written as a fraction of the theoretical maximum amount of product (1.0 means a 100% yield; for example, 0.34 means a 34% yield).. Dataset: Reaction yield outcomes from USPTO patents with 853,638 reactions (1) The reactants are C([O:8][C:9]1[CH:10]=[C:11]([CH2:15][CH2:16][CH2:17][CH2:18][CH2:19][CH2:20][CH2:21][S:22]([F:25])(=[O:24])=[O:23])[CH:12]=[CH:13][CH:14]=1)C1C=CC=CC=1.B(F)(F)F.CCOCC. The catalyst is C(S)(S)C. The product is [OH:8][C:9]1[CH:10]=[C:11]([CH2:15][CH2:16][CH2:17][CH2:18][CH2:19][CH2:20][CH2:21][S:22]([F:25])(=[O:24])=[O:23])[CH:12]=[CH:13][CH:14]=1. The yield is 0.690. (2) The reactants are [O:1]=[C:2]1[CH2:7][CH2:6][N:5]([C:8]([O:10][C:11]([CH3:14])([CH3:13])[CH3:12])=[O:9])[CH2:4][CH2:3]1.[CH3:15][Si:16](Cl)([CH3:18])[CH3:17].C(N(CC)CC)C. The catalyst is CN(C=O)C.CCCCCC. The product is [CH3:15][Si:16]([CH3:18])([CH3:17])[O:1][C:2]1[CH2:3][CH2:4][N:5]([C:8]([O:10][C:11]([CH3:14])([CH3:13])[CH3:12])=[O:9])[CH2:6][CH:7]=1. The yield is 0.320. (3) The reactants are [Si]([O:8][C@H:9]([CH3:35])[C@@H:10]([NH:24][C:25]1[CH:32]=[CH:31][C:28]([C:29]#[N:30])=[C:27]([Cl:33])[C:26]=1[CH3:34])[C:11]1[O:12][C:13]([C:16]2[CH:21]=[CH:20][C:19]([OH:22])=[C:18]([Cl:23])[CH:17]=2)=[N:14][N:15]=1)(C(C)(C)C)(C)C.CCCC[N+](CCCC)(CCCC)CCCC.[F-]. The catalyst is C1COCC1. The product is [Cl:33][C:27]1[C:26]([CH3:34])=[C:25]([NH:24][C@@H:10]([C:11]2[O:12][C:13]([C:16]3[CH:21]=[CH:20][C:19]([OH:22])=[C:18]([Cl:23])[CH:17]=3)=[N:14][N:15]=2)[C@H:9]([OH:8])[CH3:35])[CH:32]=[CH:31][C:28]=1[C:29]#[N:30]. The yield is 0.630. (4) The catalyst is ClCCl. The product is [CH2:1]([O:8][C:9]([C@@H:11]1[CH2:15][CH2:14][CH2:13][N:12]1[C:16](=[O:30])[C@H:17]([NH:27][C:28]([NH:33][CH2:31][CH3:32])=[O:29])[CH2:18][C:19]1[CH:20]=[CH:21][C:22]([O:25][CH3:26])=[CH:23][CH:24]=1)=[O:10])[C:2]1[CH:3]=[CH:4][CH:5]=[CH:6][CH:7]=1. The yield is 0.420. The reactants are [CH2:1]([O:8][C:9]([C@@H:11]1[CH2:15][CH2:14][CH2:13][N:12]1[C:16](=[O:30])[C@H:17]([N:27]=[C:28]=[O:29])[CH2:18][C:19]1[CH:24]=[CH:23][C:22]([O:25][CH3:26])=[CH:21][CH:20]=1)=[O:10])[C:2]1[CH:7]=[CH:6][CH:5]=[CH:4][CH:3]=1.[CH2:31]([NH2:33])[CH3:32]. (5) The reactants are [NH2:1][C:2]1[N:10]=[CH:9][N:8]=[C:7]2[C:3]=1[N:4]=[CH:5][N:6]2[C@H:11]1[C@@H:15]2[O:16][C:17]([CH3:20])([CH3:19])[O:18][C@@H:14]2[C@@H:13]([CH2:21][NH:22][CH2:23][CH2:24][CH2:25][NH:26][C:27]([NH:29][C:30]2[CH:35]=[CH:34][C:33]([C:36]([CH3:39])([CH3:38])[CH3:37])=[CH:32][CH:31]=2)=[O:28])[O:12]1.[CH3:40][C:41](=O)[CH2:42][CH3:43].[BH-](OC(C)=O)(OC(C)=O)OC(C)=O.[Na+]. The catalyst is CO. The product is [NH2:1][C:2]1[N:10]=[CH:9][N:8]=[C:7]2[C:3]=1[N:4]=[CH:5][N:6]2[C@H:11]1[C@@H:15]2[O:16][C:17]([CH3:19])([CH3:20])[O:18][C@@H:14]2[C@@H:13]([CH2:21][N:22]([CH:41]([CH2:42][CH3:43])[CH3:40])[CH2:23][CH2:24][CH2:25][NH:26][C:27]([NH:29][C:30]2[CH:35]=[CH:34][C:33]([C:36]([CH3:39])([CH3:38])[CH3:37])=[CH:32][CH:31]=2)=[O:28])[O:12]1. The yield is 0.720.